The task is: Predict the product of the given reaction.. This data is from Forward reaction prediction with 1.9M reactions from USPTO patents (1976-2016). (1) Given the reactants [CH:1]1([CH2:6][C:7]([OH:9])=O)[CH2:5][CH2:4][CH2:3][CH2:2]1.[CH3:10][O:11][C:12](=[O:27])[C@H:13]([CH2:20][C:21]1[CH:26]=[CH:25][CH:24]=[CH:23][CH:22]=1)[NH:14][C:15](=[O:19])[C@H:16]([CH3:18])[NH2:17].C(N[C@H](C(O)=O)C)(OC(C)(C)C)=O.Cl.COC(=O)[C@H](CC1C=CC=CC=1)N, predict the reaction product. The product is: [CH3:10][O:11][C:12](=[O:27])[C@H:13]([CH2:20][C:21]1[CH:26]=[CH:25][CH:24]=[CH:23][CH:22]=1)[NH:14][C:15](=[O:19])[C@H:16]([CH3:18])[NH:17][C:7](=[O:9])[CH2:6][CH:1]1[CH2:2][CH2:3][CH2:4][CH2:5]1. (2) Given the reactants [Cl:1][C:2]1[CH:3]=[C:4]([C:12]2[O:16][N:15]=[C:14]([C:17]3[C:22]4[CH:23]=[CH:24][O:25][C:21]=4[C:20]([O:26][CH2:27][C:28]([O:30]CC)=[O:29])=[CH:19][CH:18]=3)[N:13]=2)[CH:5]=[N:6][C:7]=1[O:8][CH:9]([CH3:11])[CH3:10].[OH-].[Na+], predict the reaction product. The product is: [Cl:1][C:2]1[CH:3]=[C:4]([C:12]2[O:16][N:15]=[C:14]([C:17]3[C:22]4[CH:23]=[CH:24][O:25][C:21]=4[C:20]([O:26][CH2:27][C:28]([OH:30])=[O:29])=[CH:19][CH:18]=3)[N:13]=2)[CH:5]=[N:6][C:7]=1[O:8][CH:9]([CH3:11])[CH3:10]. (3) Given the reactants [F:1][C:2]([F:10])([F:9])[CH:3]([OH:8])[CH2:4][C:5]([CH3:7])=[CH2:6].N1C=CC=CC=1.[F:17][C:18]([F:49])([S:29](O[S:29]([C:18]([F:17])([F:49])[C:19]([F:27])([F:28])[C:20]([F:26])([F:25])[C:21]([F:24])([F:23])[F:22])(=[O:31])=[O:30])(=[O:31])=[O:30])[C:19]([F:28])([F:27])[C:20]([F:26])([F:25])[C:21]([F:24])([F:23])[F:22], predict the reaction product. The product is: [F:49][C:18]([F:17])([S:29]([O:8][CH:3]([CH2:4][C:5]([CH3:7])=[CH2:6])[C:2]([F:10])([F:9])[F:1])(=[O:31])=[O:30])[C:19]([F:27])([F:28])[C:20]([F:26])([F:25])[C:21]([F:24])([F:23])[F:22]. (4) Given the reactants [CH2:1]([O:8][C:9]1[CH:18]=[C:17]2[C:12]([CH:13]=[CH:14][C:15]([OH:19])=[CH:16]2)=[CH:11][CH:10]=1)[C:2]1[CH:7]=[CH:6][CH:5]=[CH:4][CH:3]=1.[C:20](N)([CH3:23])([CH3:22])[CH3:21].Cl, predict the reaction product. The product is: [CH2:1]([O:8][C:9]1[CH:10]=[CH:11][C:12]2[C:17]([CH:18]=1)=[C:16]([C:21]1[C:15]([OH:19])=[CH:14][CH:13]=[C:23]3[C:20]=1[CH:22]=[C:9]([O:8][CH2:1][C:2]1[CH:3]=[CH:4][CH:5]=[CH:6][CH:7]=1)[CH:10]=[CH:11]3)[C:15]([OH:19])=[CH:14][CH:13]=2)[C:2]1[CH:3]=[CH:4][CH:5]=[CH:6][CH:7]=1. (5) The product is: [CH3:28][Si:29]([CH3:31])([CH3:30])[C:2]1[CH:15]=[CH:14][C:13]2[C:4](=[CH:5][C:6]3[C:11]([CH:12]=2)=[CH:10][C:9]([Si:29]([CH3:31])([CH3:30])[CH3:28])=[CH:8][CH:7]=3)[CH:3]=1. Given the reactants Br[C:2]1[CH:15]=[CH:14][C:13]2[C:4](=[CH:5][C:6]3[C:11]([CH:12]=2)=[CH:10][C:9](Br)=[CH:8][CH:7]=3)[CH:3]=1.C([Li])CCC.CCCCCC.[CH3:28][Si:29](Cl)([CH3:31])[CH3:30], predict the reaction product. (6) Given the reactants [OH:1][C:2]1[CH:7]=[CH:6][C:5]([C:8]2[O:9][C:10]([CH3:22])=[C:11]([CH2:13][C:14]([N:16]3[CH2:20][CH2:19][CH2:18][C@H:17]3[CH3:21])=O)[N:12]=2)=[CH:4][CH:3]=1.Cl.Cl[CH2:25][C:26]1[N:27]=[C:28]([CH3:31])[S:29][CH:30]=1, predict the reaction product. The product is: [CH3:22][C:10]1[O:9][C:8]([C:5]2[CH:6]=[CH:7][C:2]([O:1][CH2:25][C:26]3[N:27]=[C:28]([CH3:31])[S:29][CH:30]=3)=[CH:3][CH:4]=2)=[N:12][C:11]=1[CH2:13][CH2:14][N:16]1[CH2:20][CH2:19][CH2:18][C@H:17]1[CH3:21].